From a dataset of Full USPTO retrosynthesis dataset with 1.9M reactions from patents (1976-2016). Predict the reactants needed to synthesize the given product. Given the product [CH3:43][O:42][CH:39]([O:40][CH3:41])[CH2:38][N:37]([CH2:36][CH2:35][C:34]1[CH:33]=[CH:32][C:31]([F:30])=[CH:45][CH:44]=1)[C:18](=[O:19])[NH:1][C:2]1[S:3][C:4]([C:8]([NH:10][CH2:11][C:12]2[CH:13]=[N:14][CH:15]=[CH:16][CH:17]=2)=[O:9])=[C:5]([CH3:7])[N:6]=1, predict the reactants needed to synthesize it. The reactants are: [NH2:1][C:2]1[S:3][C:4]([C:8]([NH:10][CH2:11][C:12]2[CH:13]=[N:14][CH:15]=[CH:16][CH:17]=2)=[O:9])=[C:5]([CH3:7])[N:6]=1.[C:18](N1C=CN=C1)(N1C=CN=C1)=[O:19].[F:30][C:31]1[CH:45]=[CH:44][C:34]([CH2:35][CH2:36][NH:37][CH2:38][CH:39]([O:42][CH3:43])[O:40][CH3:41])=[CH:33][CH:32]=1.